Dataset: Forward reaction prediction with 1.9M reactions from USPTO patents (1976-2016). Task: Predict the product of the given reaction. (1) Given the reactants [CH3:1][C:2]1[CH:10]=[CH:9][CH:8]=[C:7]2[C:3]=1[CH2:4][CH2:5][CH:6]2O.C1(P([N:26]=[N+:27]=[N-:28])(C2C=CC=CC=2)=O)C=CC=CC=1.N12CCCN=C1CCCCC2.O, predict the reaction product. The product is: [N:26]([CH:6]1[C:7]2[C:3](=[C:2]([CH3:1])[CH:10]=[CH:9][CH:8]=2)[CH2:4][CH2:5]1)=[N+:27]=[N-:28]. (2) Given the reactants [C:1]([C:3]1[CH:25]=[CH:24][CH:23]=[C:22]([CH2:26][OH:27])[C:4]=1[CH2:5][N:6]1[C:14]2[C:9](=[CH:10][CH:11]=[C:12]([C:15]([F:20])([F:19])[C:16]([OH:18])=[O:17])[CH:13]=2)[C:8]([CH3:21])=[N:7]1)#[N:2].[OH-].[K+:29], predict the reaction product. The product is: [C:1]([C:3]1[CH:25]=[CH:24][CH:23]=[C:22]([CH2:26][OH:27])[C:4]=1[CH2:5][N:6]1[C:14]2[C:9](=[CH:10][CH:11]=[C:12]([C:15]([F:20])([F:19])[C:16]([O-:18])=[O:17])[CH:13]=2)[C:8]([CH3:21])=[N:7]1)#[N:2].[K+:29]. (3) Given the reactants [N+:1]([C:4]1[CH:16]=[CH:15][C:7]([CH2:8][CH2:9][N:10]2[CH2:14][CH2:13][CH2:12][CH2:11]2)=[CH:6][CH:5]=1)([O-])=O, predict the reaction product. The product is: [N:10]1([CH2:9][CH2:8][C:7]2[CH:6]=[CH:5][C:4]([NH2:1])=[CH:16][CH:15]=2)[CH2:14][CH2:13][CH2:12][CH2:11]1. (4) Given the reactants C[O:2][CH:3](OC)[C:4](=[CH:7][CH:8]1[CH2:13][CH2:12][CH2:11][CH2:10][CH2:9]1)[C:5]#[N:6], predict the reaction product. The product is: [C:5]([C:4](=[CH:7][CH:8]1[CH2:13][CH2:12][CH2:11][CH2:10][CH2:9]1)[CH:3]=[O:2])#[N:6]. (5) Given the reactants [H-].[Na+].[NH2:3][C:4]1[N:5]=[C:6]([C:22]2[CH:27]=[CH:26][CH:25]=[CH:24][CH:23]=2)[C:7]([C:12]2[CH:13]=[CH:14][C:15](=[O:21])[N:16]([CH:18]([CH3:20])[CH3:19])[CH:17]=2)=[N:8][C:9]=1[CH2:10][OH:11].CI.[CH3:30]COC(C)=O, predict the reaction product. The product is: [NH2:3][C:4]1[N:5]=[C:6]([C:22]2[CH:27]=[CH:26][CH:25]=[CH:24][CH:23]=2)[C:7]([C:12]2[CH:13]=[CH:14][C:15](=[O:21])[N:16]([CH:18]([CH3:20])[CH3:19])[CH:17]=2)=[N:8][C:9]=1[CH2:10][O:11][CH3:30]. (6) Given the reactants [CH3:1][C:2]1[O:3][C:4]([C:8]2[CH:13]=[CH:12][C:11]([NH2:14])=[CH:10][CH:9]=2)=[C:5]([CH3:7])[N:6]=1.C([N:23]=[C:24]=[S:25])(=O)C1C=CC=CC=1.C(=O)([O-])[O-].[K+].[K+], predict the reaction product. The product is: [CH3:1][C:2]1[O:3][C:4]([C:8]2[CH:13]=[CH:12][C:11]([NH:14][C:24]([NH2:23])=[S:25])=[CH:10][CH:9]=2)=[C:5]([CH3:7])[N:6]=1.